From a dataset of Forward reaction prediction with 1.9M reactions from USPTO patents (1976-2016). Predict the product of the given reaction. (1) Given the reactants [CH3:1][O:2][C:3]1[CH:27]=[CH:26][C:6]([CH2:7][NH:8][C:9]2[CH:10]=[C:11]3[C:16](=[CH:17][CH:18]=2)[CH2:15][N:14](C(OC(C)(C)C)=O)[CH2:13][CH2:12]3)=[CH:5][CH:4]=1.C(O)(C(F)(F)F)=O, predict the reaction product. The product is: [CH3:1][O:2][C:3]1[CH:4]=[CH:5][C:6]([CH2:7][NH:8][C:9]2[CH:10]=[C:11]3[C:16](=[CH:17][CH:18]=2)[CH2:15][NH:14][CH2:13][CH2:12]3)=[CH:26][CH:27]=1. (2) Given the reactants [NH2:1][C@H:2]([C:18]([O:20][CH3:21])=[O:19])[CH2:3][CH2:4][CH2:5][CH2:6][NH:7][C:8]([O:10][CH2:11][C:12]1[CH:17]=[CH:16][CH:15]=[CH:14][CH:13]=1)=[O:9].Cl.[S:23]1[CH:27]=[CH:26][CH:25]=[C:24]1[CH:28]=O.C(O)(=O)C.C(O[BH-](OC(=O)C)OC(=O)C)(=O)C.[Na+], predict the reaction product. The product is: [CH2:11]([O:10][C:8]([NH:7][CH2:6][CH2:5][CH2:4][CH2:3][C@H:2]([NH:1][CH2:28][C:24]1[S:23][CH:27]=[CH:26][CH:25]=1)[C:18]([O:20][CH3:21])=[O:19])=[O:9])[C:12]1[CH:17]=[CH:16][CH:15]=[CH:14][CH:13]=1. (3) Given the reactants [C:1]1([CH2:7][CH2:8][C:9]2[NH:10][C:11]3[CH:17]=[CH:16][CH:15]=[CH:14][C:12]=3[N:13]=2)[CH:6]=[CH:5][CH:4]=[CH:3][CH:2]=1.C([O-])([O-])=O.[K+].[K+].Br[CH2:25][CH:26]([CH3:28])[CH3:27], predict the reaction product. The product is: [CH2:25]([N:13]1[C:12]2[CH:14]=[CH:15][CH:16]=[CH:17][C:11]=2[N:10]=[C:9]1[CH2:8][CH2:7][C:1]1[CH:2]=[CH:3][CH:4]=[CH:5][CH:6]=1)[CH:26]([CH3:28])[CH3:27]. (4) Given the reactants C(N(CC)CC)C.[Br:8][C:9]1[CH:10]=[C:11]([CH:14]=[CH:15][CH:16]=1)[CH:12]=O.[CH3:17][C:18]1(C)[O:25]C(=O)CC(=O)[O:19]1.Cl, predict the reaction product. The product is: [Br:8][C:9]1[CH:10]=[C:11]([CH2:12][CH2:17][C:18]([OH:25])=[O:19])[CH:14]=[CH:15][CH:16]=1.